Dataset: Catalyst prediction with 721,799 reactions and 888 catalyst types from USPTO. Task: Predict which catalyst facilitates the given reaction. (1) Reactant: O[CH2:2][CH2:3][NH:4][CH2:5][CH2:6][P:7](=[O:14])([O:11][CH2:12][CH3:13])[O:8][CH2:9][CH3:10].[C:15]([O-])([O-])=O.[K+].[K+].ClCCC[C:25]#[N:26]. Product: [C:25]([CH:2]([CH3:15])[CH2:3][NH:4][CH2:5][CH2:6][P:7](=[O:14])([O:11][CH2:12][CH3:13])[O:8][CH2:9][CH3:10])#[N:26]. The catalyst class is: 10. (2) Reactant: [CH2:1]([O:8][C:9]1[CH:14]=[CH:13][C:12]([NH:15][C:16]2[C:17]3[CH:25]=[C:24](Cl)[N:23]=[CH:22][C:18]=3[N:19]=[CH:20][N:21]=2)=[CH:11][CH:10]=1)[C:2]1[CH:7]=[CH:6][CH:5]=[CH:4][CH:3]=1.[O:27]1CCO[CH:28]1[C:32]1[O:36][C:35]([Sn](CCCC)(CCCC)CCCC)=[CH:34][CH:33]=1. Product: [CH2:1]([O:8][C:9]1[CH:14]=[CH:13][C:12]([NH:15][C:16]2[C:17]3[CH:25]=[C:24]([C:35]4[O:36][C:32]([CH:28]=[O:27])=[CH:33][CH:34]=4)[N:23]=[CH:22][C:18]=3[N:19]=[CH:20][N:21]=2)=[CH:11][CH:10]=1)[C:2]1[CH:7]=[CH:6][CH:5]=[CH:4][CH:3]=1. The catalyst class is: 33. (3) Product: [CH3:20][O:19][C:17]1[CH:18]=[C:13]([C:10]2[CH:11]=[N:12][C:7]([CH:4]3[CH2:5][CH2:6][O:1][CH2:2][CH2:3]3)=[CH:8][C:9]=2[NH2:21])[CH:14]=[N:15][CH:16]=1. Reactant: [O:1]1[CH2:6][CH:5]=[C:4]([C:7]2[N:12]=[CH:11][C:10]([C:13]3[CH:14]=[N:15][CH:16]=[C:17]([O:19][CH3:20])[CH:18]=3)=[C:9]([NH2:21])[CH:8]=2)[CH2:3][CH2:2]1.CCO. The catalyst class is: 45. (4) Reactant: [Br:1]N1C(=O)CCC1=O.[Cl:9][C:10]1[CH:19]=[CH:18][C:17]2[C:12](=[CH:13][CH:14]=[C:15]([CH3:20])[CH:16]=2)[N:11]=1. Product: [Br:1][CH2:20][C:15]1[CH:16]=[C:17]2[C:12](=[CH:13][CH:14]=1)[N:11]=[C:10]([Cl:9])[CH:19]=[CH:18]2. The catalyst class is: 340. (5) Reactant: [NH2:1][C:2]1[CH:7]=[CH:6][C:5]([O:8][C:9]([F:12])([F:11])[F:10])=[CH:4][C:3]=1[NH2:13].N[C:15](N)=[O:16]. Product: [F:12][C:9]([F:10])([F:11])[O:8][C:5]1[CH:6]=[CH:7][C:2]2=[N:1][C:15](=[O:16])[N:13]=[C:3]2[CH:4]=1. The catalyst class is: 7. (6) Reactant: Br[C:2]1[CH:14]=[N:13][C:12]2[C:11]3[CH:10]=[C:9]([O:15][CH3:16])[C:8]([C:17]([O:19][CH3:20])=[O:18])=[CH:7][C:6]=3[NH:5][C:4]=2[CH:3]=1.[CH3:21][N:22]1[C:26]([Sn](CCCC)(CCCC)CCCC)=[C:25]([CH3:40])[N:24]=[N:23]1. Product: [CH3:21][N:22]1[C:26]([C:2]2[CH:14]=[N:13][C:12]3[C:11]4[CH:10]=[C:9]([O:15][CH3:16])[C:8]([C:17]([O:19][CH3:20])=[O:18])=[CH:7][C:6]=4[NH:5][C:4]=3[CH:3]=2)=[C:25]([CH3:40])[N:24]=[N:23]1. The catalyst class is: 555. (7) Reactant: F[C:2]1[CH:7]=[CH:6][C:5]([O:8][CH:9]([CH3:11])[CH3:10])=[CH:4][N:3]=1.[Br:12][C:13]1[CH:18]=[CH:17][C:16]([OH:19])=[CH:15][CH:14]=1.[H-].[Na+]. Product: [Br:12][C:13]1[CH:18]=[CH:17][C:16]([O:19][C:2]2[CH:7]=[CH:6][C:5]([O:8][CH:9]([CH3:11])[CH3:10])=[CH:4][N:3]=2)=[CH:15][CH:14]=1. The catalyst class is: 16. (8) Reactant: Br[CH2:2][CH2:3][O:4][C:5]1[CH:10]=[CH:9][C:8]([NH:11]C(=O)C)=[CH:7][C:6]=1[C:15]1[N:16]([CH3:20])[N:17]=[CH:18][CH:19]=1.[ClH:21]. Product: [Cl:21][CH2:2][CH2:3][O:4][C:5]1[CH:10]=[CH:9][C:8]([NH2:11])=[CH:7][C:6]=1[C:15]1[N:16]([CH3:20])[N:17]=[CH:18][CH:19]=1. The catalyst class is: 1.